Dataset: Catalyst prediction with 721,799 reactions and 888 catalyst types from USPTO. Task: Predict which catalyst facilitates the given reaction. (1) The catalyst class is: 70. Product: [CH2:31]([N:28]1[C:23]2=[N:24][C:25]([CH2:26][CH3:27])=[C:20]([CH2:19][NH:18][C:16]([C:15]3[CH:14]=[C:13]([CH2:12][N:10]([CH2:9][C:4]4[CH:5]=[CH:6][C:7]([F:8])=[C:2]([C:59]5[CH:60]=[CH:61][CH:62]=[C:57]([CH2:56][N:53]6[CH2:54][CH2:55][N:50]([C:48]([O:47][C:44]([CH3:46])([CH3:45])[CH3:43])=[O:49])[CH2:51][CH2:52]6)[CH:58]=5)[CH:3]=4)[CH3:11])[CH:42]=[CH:41][CH:40]=3)=[O:17])[C:21]([NH:33][CH:34]3[CH2:39][CH2:38][O:37][CH2:36][CH2:35]3)=[C:22]2[CH:30]=[N:29]1)[CH3:32]. Reactant: Br[C:2]1[CH:3]=[C:4]([CH2:9][N:10]([CH2:12][C:13]2[CH:14]=[C:15]([CH:40]=[CH:41][CH:42]=2)[C:16]([NH:18][CH2:19][C:20]2[C:21]([NH:33][CH:34]3[CH2:39][CH2:38][O:37][CH2:36][CH2:35]3)=[C:22]3[CH:30]=[N:29][N:28]([CH2:31][CH3:32])[C:23]3=[N:24][C:25]=2[CH2:26][CH3:27])=[O:17])[CH3:11])[CH:5]=[CH:6][C:7]=1[F:8].[CH3:43][C:44]([O:47][C:48]([N:50]1[CH2:55][CH2:54][N:53]([CH2:56][C:57]2[CH:58]=[C:59](B(O)O)[CH:60]=[CH:61][CH:62]=2)[CH2:52][CH2:51]1)=[O:49])([CH3:46])[CH3:45].C([O-])([O-])=O.[K+].[K+]. (2) Reactant: [CH3:1][O:2][C:3]1[CH:8]=[CH:7][CH:6]=[CH:5][C:4]=1[C:9]1[N:17]2[C:12]([S:13][CH2:14][C:15]([C:18]3[CH:23]=[CH:22][C:21]([CH3:24])=[CH:20][CH:19]=3)=[N:16]2)=[N:11][N:10]=1.O1CCOCC1.[BH4-].[Na+]. Product: [CH3:1][O:2][C:3]1[CH:8]=[CH:7][CH:6]=[CH:5][C:4]=1[C:9]1[N:17]2[C:12]([S:13][CH2:14][CH:15]([C:18]3[CH:19]=[CH:20][C:21]([CH3:24])=[CH:22][CH:23]=3)[NH:16]2)=[N:11][N:10]=1. The catalyst class is: 6. (3) Reactant: [Cl:1][C:2]1[N:3]=[CH:4][C:5]2[NH:11][C:10](=[O:12])[C:9]([F:14])([F:13])[CH2:8][N:7]([CH:15]3[CH2:19][CH2:18][CH2:17][CH2:16]3)[C:6]=2[N:20]=1.[H-].[Na+].I[CH3:24]. Product: [Cl:1][C:2]1[N:3]=[CH:4][C:5]2[N:11]([CH3:24])[C:10](=[O:12])[C:9]([F:14])([F:13])[CH2:8][N:7]([CH:15]3[CH2:19][CH2:18][CH2:17][CH2:16]3)[C:6]=2[N:20]=1. The catalyst class is: 44. (4) Reactant: C(Cl)(=O)C(Cl)=O.CS(C)=O.[CH2:11]([O:18][C:19]1[CH:36]=[CH:35][C:34]2[C@@H:33]3[C@H:24]([C@H:25]4[C@@:29]([CH2:31][C@H:32]3[OH:37])([CH3:30])[C@@H:28]([O:38][CH2:39][C:40]3[CH:45]=[CH:44][CH:43]=[CH:42][CH:41]=3)[CH2:27][CH2:26]4)[CH2:23][CH2:22][C:21]=2[CH:20]=1)[C:12]1[CH:17]=[CH:16][CH:15]=[CH:14][CH:13]=1.C(N(CC)CC)C. Product: [CH2:11]([O:18][C:19]1[CH:36]=[CH:35][C:34]2[C@@H:33]3[C@H:24]([C@H:25]4[C@@:29]([CH2:31][C:32]3=[O:37])([CH3:30])[C@@H:28]([O:38][CH2:39][C:40]3[CH:45]=[CH:44][CH:43]=[CH:42][CH:41]=3)[CH2:27][CH2:26]4)[CH2:23][CH2:22][C:21]=2[CH:20]=1)[C:12]1[CH:17]=[CH:16][CH:15]=[CH:14][CH:13]=1. The catalyst class is: 4. (5) Reactant: [CH3:1][NH:2][CH3:3].C1COCC1.[C:9]([O:13][C:14]([N:16]([C:41]([O:43][C:44]([CH3:47])([CH3:46])[CH3:45])=[O:42])[C:17]1[C:18]2[C:25]([I:26])=[CH:24][N:23]([C@@H:27]3[CH2:31][N:30]([C:32]([O:34][C:35]([CH3:38])([CH3:37])[CH3:36])=[O:33])[C@H:29]([CH:39]=O)[CH2:28]3)[C:19]=2[N:20]=[CH:21][N:22]=1)=[O:15])([CH3:12])([CH3:11])[CH3:10].C(O[BH-](OC(=O)C)OC(=O)C)(=O)C.[Na+].C(=O)([O-])O.[Na+]. Product: [C:44]([O:43][C:41]([N:16]([C:14]([O:13][C:9]([CH3:10])([CH3:12])[CH3:11])=[O:15])[C:17]1[C:18]2[C:25]([I:26])=[CH:24][N:23]([C@@H:27]3[CH2:31][N:30]([C:32]([O:34][C:35]([CH3:37])([CH3:36])[CH3:38])=[O:33])[C@H:29]([CH2:39][N:2]([CH3:3])[CH3:1])[CH2:28]3)[C:19]=2[N:20]=[CH:21][N:22]=1)=[O:42])([CH3:47])([CH3:46])[CH3:45]. The catalyst class is: 322.